From a dataset of Catalyst prediction with 721,799 reactions and 888 catalyst types from USPTO. Predict which catalyst facilitates the given reaction. Reactant: [C:1]([O:5][C:6]([N:8]1[CH2:13][CH2:12][N:11]([CH2:14][C:15]([OH:17])=O)[CH2:10][CH2:9]1)=[O:7])([CH3:4])([CH3:3])[CH3:2].[Cl:18][C:19]1[CH:20]=[C:21]([CH:23]=[CH:24][CH:25]=1)[NH2:22].C(N(C(C)C)CC)(C)C.C1CN([P+](ON2N=NC3C=CC=CC2=3)(N2CCCC2)N2CCCC2)CC1.F[P-](F)(F)(F)(F)F. Product: [Cl:18][C:19]1[CH:20]=[C:21]([NH:22][C:15](=[O:17])[CH2:14][N:11]2[CH2:10][CH2:9][N:8]([C:6]([O:5][C:1]([CH3:2])([CH3:3])[CH3:4])=[O:7])[CH2:13][CH2:12]2)[CH:23]=[CH:24][CH:25]=1. The catalyst class is: 4.